Dataset: Catalyst prediction with 721,799 reactions and 888 catalyst types from USPTO. Task: Predict which catalyst facilitates the given reaction. (1) Reactant: [C:1]([O:5][C:6]([N:8]1[C:16]2[C:11](=[CH:12][CH:13]=[CH:14][CH:15]=2)[C:10](/[CH:17]=[CH:18]/[C:19]([OH:21])=O)=[CH:9]1)=[O:7])([CH3:4])([CH3:3])[CH3:2].[C:22]1([S:28]([NH:31][NH2:32])(=[O:30])=[O:29])[CH:27]=[CH:26][CH:25]=[CH:24][CH:23]=1.CN(C(ON1N=NC2C=CC=NC1=2)=[N+](C)C)C.F[P-](F)(F)(F)(F)F.C(N(CC)C(C)C)(C)C. Product: [O:21]=[C:19]([NH:32][NH:31][S:28]([C:22]1[CH:27]=[CH:26][CH:25]=[CH:24][CH:23]=1)(=[O:29])=[O:30])/[CH:18]=[CH:17]/[C:10]1[C:11]2[C:16](=[CH:15][CH:14]=[CH:13][CH:12]=2)[N:8]([C:6]([O:5][C:1]([CH3:4])([CH3:3])[CH3:2])=[O:7])[CH:9]=1. The catalyst class is: 31. (2) Reactant: [Cl:1][C:2]1[CH:28]=[CH:27][C:5]([CH2:6][NH:7][C:8]([C:10]2[C:11]([OH:26])=[C:12]3[CH:18]=[C:17]([CH2:19][N:20]4[CH2:25][CH2:24][O:23][CH2:22][CH2:21]4)[S:16][C:13]3=[N:14][CH:15]=2)=[O:9])=[CH:4][CH:3]=1.C(=O)([O-])[O-].[K+].[K+].Br[CH2:36][CH2:37][CH2:38][C:39]1[CH:44]=[CH:43][CH:42]=[CH:41][CH:40]=1.O. The catalyst class is: 3. Product: [Cl:1][C:2]1[CH:28]=[CH:27][C:5]([CH2:6][NH:7][C:8]([C:10]2[C:11](=[O:26])[C:12]3[CH:18]=[C:17]([CH2:19][N:20]4[CH2:21][CH2:22][O:23][CH2:24][CH2:25]4)[S:16][C:13]=3[N:14]([CH2:36][CH2:37][CH2:38][C:39]3[CH:44]=[CH:43][CH:42]=[CH:41][CH:40]=3)[CH:15]=2)=[O:9])=[CH:4][CH:3]=1.